This data is from Reaction yield outcomes from USPTO patents with 853,638 reactions. The task is: Predict the reaction yield, written as a fraction of the theoretical maximum amount of product (1.0 means a 100% yield; for example, 0.34 means a 34% yield). The reactants are [Cr](Cl)([O-])(=O)=O.[NH+]1[CH:11]=[CH:10][CH:9]=[CH:8][CH:7]=1.C(Cl)Cl. The catalyst is CCOCC. The product is [CH:7]1[C:11]2[C:11](=[CH:7][CH:8]=[CH:9][CH:10]=2)[CH:10]=[CH:9][CH:8]=1. The yield is 0.810.